From a dataset of Catalyst prediction with 721,799 reactions and 888 catalyst types from USPTO. Predict which catalyst facilitates the given reaction. (1) Reactant: [OH:1][C:2]([C:4]([F:7])([F:6])[F:5])=[O:3].[NH2:8][C@@H:9]([CH2:24][C:25]1[CH:30]=[CH:29][C:28]([Cl:31])=[CH:27][CH:26]=1)[C:10]([NH:12][C:13]1[O:17][N:16]=[C:15]([C:18]2[CH:23]=[CH:22][N:21]=[CH:20][CH:19]=2)[CH:14]=1)=[O:11].[S:32]1[CH:36]=[C:35]([CH:37]=O)[N:34]=[CH:33]1.C(O[BH-](OC(=O)C)OC(=O)C)(=O)C.[Na+].CCN(C(C)C)C(C)C. Product: [OH:3][C:2]([C:4]([F:7])([F:6])[F:5])=[O:1].[Cl:31][C:28]1[CH:27]=[CH:26][C:25]([CH2:24][C@H:9]([NH:8][CH2:37][C:35]2[N:34]=[CH:33][S:32][CH:36]=2)[C:10]([NH:12][C:13]2[O:17][N:16]=[C:15]([C:18]3[CH:19]=[CH:20][N:21]=[CH:22][CH:23]=3)[CH:14]=2)=[O:11])=[CH:30][CH:29]=1. The catalyst class is: 26. (2) Reactant: [CH3:1][O:2][C:3]1[CH:8]=[CH:7][C:6]([CH2:9][C:10]([NH:12][C:13]2[CH:50]=[CH:49][C:16]([C:17]([N:19]([CH2:45][C:46](O)=[O:47])[CH2:20][C:21]3[CH:26]=[CH:25][C:24]([C:27]4[N:31]=[C:30]([C:32]5[CH:37]=[CH:36][C:35]([C:38]6[CH:43]=[CH:42][C:41]([CH3:44])=[CH:40][CH:39]=6)=[CH:34][CH:33]=5)[O:29][N:28]=4)=[CH:23][CH:22]=3)=[O:18])=[CH:15][CH:14]=2)=[O:11])=[C:5]([C:51]([F:54])([F:53])[F:52])[CH:4]=1.[CH3:55][S:56]([NH2:59])(=[O:58])=[O:57].C1(N=C=NC2CCCCC2)CCCCC1. Product: [CH3:1][O:2][C:3]1[CH:8]=[CH:7][C:6]([CH2:9][C:10]([NH:12][C:13]2[CH:14]=[CH:15][C:16]([C:17]([N:19]([CH2:20][C:21]3[CH:22]=[CH:23][C:24]([C:27]4[N:31]=[C:30]([C:32]5[CH:37]=[CH:36][C:35]([C:38]6[CH:39]=[CH:40][C:41]([CH3:44])=[CH:42][CH:43]=6)=[CH:34][CH:33]=5)[O:29][N:28]=4)=[CH:25][CH:26]=3)[CH2:45][C:46]([NH:59][S:56]([CH3:55])(=[O:58])=[O:57])=[O:47])=[O:18])=[CH:49][CH:50]=2)=[O:11])=[C:5]([C:51]([F:53])([F:54])[F:52])[CH:4]=1. The catalyst class is: 2. (3) Product: [Cl:34][C:25]1[CH:26]=[C:27]([CH:32]=[CH:33][C:24]=1[CH2:23][NH:22][C:16]([C:14]1[CH:13]=[CH:12][CH:11]=[C:10]2[C:15]=1[N:7]([CH2:6][C:5]1[CH:19]=[CH:20][C:2]([Cl:1])=[CH:3][CH:4]=1)[CH:8]=[CH:9]2)=[O:17])[C:28]([OH:30])=[O:29]. Reactant: [Cl:1][C:2]1[CH:20]=[CH:19][C:5]([CH2:6][N:7]2[C:15]3[C:10](=[CH:11][CH:12]=[CH:13][C:14]=3[C:16](O)=[O:17])[CH:9]=[CH:8]2)=[CH:4][CH:3]=1.Cl.[NH2:22][CH2:23][C:24]1[CH:33]=[CH:32][C:27]([C:28]([O:30]C)=[O:29])=[CH:26][C:25]=1[Cl:34].CN(C(ON1N=NC2C=CC=NC1=2)=[N+](C)C)C.F[P-](F)(F)(F)(F)F.C(N(C(C)C)CC)(C)C.C(O)(=O)CC(CC(O)=O)(C(O)=O)O. The catalyst class is: 3. (4) Reactant: [NH2:1][CH:2]1[C:10]2[C:9]([CH3:11])=[N:8][C:7]([N:12]([CH2:22][CH3:23])[C:13]3[C:18]([CH3:19])=[CH:17][C:16]([CH3:20])=[CH:15][C:14]=3[CH3:21])=[N:6][C:5]=2[N:4]([CH:24](CC)CC)[C:3]1=O.[CH2:30]=[O:31].S1C=C[CH:34]=[CH:33]1.C(O[CH:41]([CH3:43])[CH3:42])(C)C. Product: [CH3:24][N:4]([CH3:3])[CH:5]1[C:10]2[C:9]([CH3:11])=[N:8][C:7]([N:12]([CH2:22][CH3:23])[C:13]3[C:14]([CH3:21])=[CH:15][C:16]([CH3:20])=[CH:17][C:18]=3[CH3:19])=[N:6][C:2]=2[N:1]([CH:43]([CH2:41][CH3:42])[CH2:33][CH3:34])[C:30]1=[O:31]. The catalyst class is: 43. (5) Reactant: [CH:1]([C:4]1[N:5]=[C:6]([CH2:9][CH2:10][C:11]2[CH:32]=[CH:31][N:14]3[C:15](=[O:30])[C:16](/[CH:25]=[CH:26]/[C:27](O)=[O:28])=[C:17]([N:19]4[CH2:24][CH2:23][O:22][CH2:21][CH2:20]4)[N:18]=[C:13]3[CH:12]=2)[S:7][CH:8]=1)([CH3:3])[CH3:2].C(N(CC)CC)C.ClC(OCC)=O.[BH4-].[Na+]. Product: [OH:28][CH2:27]/[CH:26]=[CH:25]/[C:16]1[C:15](=[O:30])[N:14]2[CH:31]=[CH:32][C:11]([CH2:10][CH2:9][C:6]3[S:7][CH:8]=[C:4]([CH:1]([CH3:3])[CH3:2])[N:5]=3)=[CH:12][C:13]2=[N:18][C:17]=1[N:19]1[CH2:24][CH2:23][O:22][CH2:21][CH2:20]1. The catalyst class is: 30. (6) Reactant: [Br:1][C:2]1[CH:11]=[CH:10][C:9]2[O:8][C@H:7]3[CH2:12][CH2:13][CH2:14][O:15][C@H:6]3[C@:5]3([C:19](=[O:20])[NH:18][C:17](=[O:21])[NH:16]3)[C:4]=2[CH:3]=1.[Br:22][C:23]1[CH:32]=[CH:31][C:30]2[O:29][C@H:28]3[CH2:33][CH2:34][CH2:35][O:36][C@H:27]3[C@@:26]3([C:40](=[O:41])[NH:39][C:38](=[O:42])[NH:37]3)[C:25]=2[CH:24]=1.[C:43](=O)([O-])[O-].[K+].[K+].CI. Product: [Br:1][C:2]1[CH:11]=[CH:10][C:9]2[O:8][C@H:7]3[CH2:12][CH2:13][CH2:14][O:15][C@H:6]3[C@:5]3([C:19](=[O:20])[N:18]([CH3:23])[C:17](=[O:21])[NH:16]3)[C:4]=2[CH:3]=1.[Br:22][C:23]1[CH:32]=[CH:31][C:30]2[O:29][C@H:28]3[CH2:33][CH2:34][CH2:35][O:36][C@H:27]3[C@@:26]3([C:40](=[O:41])[N:39]([CH3:43])[C:38](=[O:42])[NH:37]3)[C:25]=2[CH:24]=1. The catalyst class is: 650. (7) Reactant: [CH3:1][O:2][C:3]1[CH:4]=[C:5]([C:13]2[N:17]=[CH:16][N:15](/[CH:18]=[CH:19]\[C:20]([O:22]C(=O)/C=C\N3C=NC(C4C=C(C(F)(F)F)C=C(OC)C=4)=N3)=O)[N:14]=2)[CH:6]=[C:7]([C:9]([F:12])([F:11])[F:10])[CH:8]=1.O.[NH2:45][NH2:46]. Product: [CH3:1][O:2][C:3]1[CH:4]=[C:5]([C:13]2[N:17]=[CH:16][N:15](/[CH:18]=[CH:19]\[C:20]([NH:45][NH2:46])=[O:22])[N:14]=2)[CH:6]=[C:7]([C:9]([F:12])([F:11])[F:10])[CH:8]=1. The catalyst class is: 138.